Dataset: Peptide-MHC class II binding affinity with 134,281 pairs from IEDB. Task: Regression. Given a peptide amino acid sequence and an MHC pseudo amino acid sequence, predict their binding affinity value. This is MHC class II binding data. The peptide sequence is FEIKCTKPEACSGEP. The MHC is DRB5_0101 with pseudo-sequence DRB5_0101. The binding affinity (normalized) is 0.